Dataset: Full USPTO retrosynthesis dataset with 1.9M reactions from patents (1976-2016). Task: Predict the reactants needed to synthesize the given product. (1) Given the product [CH3:20][S:21]([O:1][C:2]1[N:7]=[C:6]([CH3:8])[N:5]=[C:4]([C:9]([Cl:12])([Cl:11])[Cl:10])[N:3]=1)(=[O:23])=[O:22], predict the reactants needed to synthesize it. The reactants are: [OH:1][C:2]1[N:7]=[C:6]([CH3:8])[N:5]=[C:4]([C:9]([Cl:12])([Cl:11])[Cl:10])[N:3]=1.C(N(CC)CC)C.[CH3:20][S:21](Cl)(=[O:23])=[O:22]. (2) The reactants are: [OH:1][CH2:2][CH:3]1[CH2:8][CH2:7][N:6]([C:9]([O:11][C:12]([CH3:15])([CH3:14])[CH3:13])=[O:10])[CH2:5][CH2:4]1.CC(OI1(OC(C)=O)(OC(C)=O)OC(=O)C2C=CC=CC1=2)=O.[Cl:38][C:39]1[N:40]=[C:41]([N:48]2[CH2:53][CH2:52][O:51][CH2:50][CH2:49]2)[C:42]2[S:47][CH:46]=[CH:45][C:43]=2[N:44]=1.C(C1CCN(C(OC(C)(C)C)=O)CC1)=O. Given the product [Cl:38][C:39]1[N:40]=[C:41]([N:48]2[CH2:53][CH2:52][O:51][CH2:50][CH2:49]2)[C:42]2[S:47][C:46]([CH:2]([OH:1])[CH:3]3[CH2:8][CH2:7][N:6]([C:9]([O:11][C:12]([CH3:15])([CH3:14])[CH3:13])=[O:10])[CH2:5][CH2:4]3)=[CH:45][C:43]=2[N:44]=1, predict the reactants needed to synthesize it.